The task is: Regression. Given two drug SMILES strings and cell line genomic features, predict the synergy score measuring deviation from expected non-interaction effect.. This data is from NCI-60 drug combinations with 297,098 pairs across 59 cell lines. (1) Synergy scores: CSS=21.2, Synergy_ZIP=6.80, Synergy_Bliss=6.22, Synergy_Loewe=-7.40, Synergy_HSA=1.11. Cell line: HS 578T. Drug 1: COC1=CC(=CC(=C1O)OC)C2C3C(COC3=O)C(C4=CC5=C(C=C24)OCO5)OC6C(C(C7C(O6)COC(O7)C8=CC=CS8)O)O. Drug 2: CC(C)CN1C=NC2=C1C3=CC=CC=C3N=C2N. (2) Drug 1: CN1C(=O)N2C=NC(=C2N=N1)C(=O)N. Drug 2: COC1=NC(=NC2=C1N=CN2C3C(C(C(O3)CO)O)O)N. Cell line: HS 578T. Synergy scores: CSS=-6.07, Synergy_ZIP=3.04, Synergy_Bliss=0.618, Synergy_Loewe=-8.71, Synergy_HSA=-8.33.